From a dataset of NCI-60 drug combinations with 297,098 pairs across 59 cell lines. Regression. Given two drug SMILES strings and cell line genomic features, predict the synergy score measuring deviation from expected non-interaction effect. (1) Drug 1: CC1=C(N=C(N=C1N)C(CC(=O)N)NCC(C(=O)N)N)C(=O)NC(C(C2=CN=CN2)OC3C(C(C(C(O3)CO)O)O)OC4C(C(C(C(O4)CO)O)OC(=O)N)O)C(=O)NC(C)C(C(C)C(=O)NC(C(C)O)C(=O)NCCC5=NC(=CS5)C6=NC(=CS6)C(=O)NCCC[S+](C)C)O. Drug 2: CS(=O)(=O)OCCCCOS(=O)(=O)C. Cell line: HT29. Synergy scores: CSS=3.53, Synergy_ZIP=-2.34, Synergy_Bliss=-0.313, Synergy_Loewe=-2.75, Synergy_HSA=-0.941. (2) Drug 1: C1=CC=C(C(=C1)C(C2=CC=C(C=C2)Cl)C(Cl)Cl)Cl. Drug 2: CC(C)NC(=O)C1=CC=C(C=C1)CNNC.Cl. Cell line: MOLT-4. Synergy scores: CSS=7.74, Synergy_ZIP=-1.20, Synergy_Bliss=2.73, Synergy_Loewe=-0.914, Synergy_HSA=0.0953.